From a dataset of Reaction yield outcomes from USPTO patents with 853,638 reactions. Predict the reaction yield, written as a fraction of the theoretical maximum amount of product (1.0 means a 100% yield; for example, 0.34 means a 34% yield). (1) The reactants are [C:1]([C:5]1[CH:6]=[C:7]([NH:30][S:31]([CH3:34])(=[O:33])=[O:32])[C:8]([O:28][CH3:29])=[C:9]([NH:11][C:12](=[O:27])[NH:13][C:14]2[C:23]3[C:18](=[CH:19][CH:20]=[CH:21][CH:22]=3)[C:17]([C:24](O)=[O:25])=[CH:16][CH:15]=2)[CH:10]=1)([CH3:4])([CH3:3])[CH3:2].CN(C(ON1N=NC2C=CC=CC1=2)=[N+](C)C)C.[B-](F)(F)(F)F.C(N(CC)CC)C.[OH:64][CH:65]1[CH2:70][CH2:69][NH:68][CH2:67][CH2:66]1. The catalyst is CN(C=O)C. The product is [C:1]([C:5]1[CH:10]=[C:9]([NH:11][C:12]([NH:13][C:14]2[C:23]3[C:18](=[CH:19][CH:20]=[CH:21][CH:22]=3)[C:17]([C:24]([N:68]3[CH2:69][CH2:70][CH:65]([OH:64])[CH2:66][CH2:67]3)=[O:25])=[CH:16][CH:15]=2)=[O:27])[C:8]([O:28][CH3:29])=[C:7]([NH:30][S:31]([CH3:34])(=[O:33])=[O:32])[CH:6]=1)([CH3:2])([CH3:3])[CH3:4]. The yield is 0.540. (2) The reactants are Br[C:2]1[S:3][C:4]2[CH:31]=[CH:30][CH:29]=[CH:28][C:5]=2[C:6]=1[C:7]([N:9]1[CH2:14][CH2:13][CH:12]([N:15]2[CH2:27][CH2:26][CH2:25][C:17]3([C:21](=[O:22])[O:20][C:19]([CH3:24])([CH3:23])[CH2:18]3)[CH2:16]2)[CH2:11][CH2:10]1)=[O:8].[N:32]1[CH:37]=[CH:36][CH:35]=[C:34](B(O)O)[CH:33]=1.C(OC(C)C)(C)C. No catalyst specified. The product is [CH3:24][C:19]1([CH3:23])[CH2:18][C:17]2([CH2:25][CH2:26][CH2:27][N:15]([CH:12]3[CH2:13][CH2:14][N:9]([C:7]([C:6]4[C:5]5[CH:28]=[CH:29][CH:30]=[CH:31][C:4]=5[S:3][C:2]=4[C:34]4[CH:33]=[N:32][CH:37]=[CH:36][CH:35]=4)=[O:8])[CH2:10][CH2:11]3)[CH2:16]2)[C:21](=[O:22])[O:20]1. The yield is 0.660. (3) The reactants are [CH2:1]([S:3][CH2:4][OH:5])[CH3:2].[Si:6](Cl)([C:9]([CH3:12])([CH3:11])[CH3:10])([CH3:8])[CH3:7].C(N(CC)CC)C. The catalyst is ClCCl.CN(C1C=CN=CC=1)C. The product is [CH2:1]([S:3][CH2:4][O:5][Si:6]([C:9]([CH3:12])([CH3:11])[CH3:10])([CH3:8])[CH3:7])[CH3:2]. The yield is 0.840. (4) The reactants are ClCCl.FC(F)(F)S(O[C:10]1[CH:15]=[CH:14][C:13]([C:16]2[C:21]([CH3:22])=[N:20][C:19]([CH3:23])=[C:18]([C:24](=[O:26])[NH2:25])[N:17]=2)=[CH:12][CH:11]=1)(=O)=O.[CH3:29][C:30]1([CH3:46])[C:34]([CH3:36])([CH3:35])[O:33][B:32]([B:32]2[O:33][C:34]([CH3:36])([CH3:35])[C:30]([CH3:46])([CH3:29])[O:31]2)[O:31]1.C([O-])(=O)C.[K+]. The catalyst is O1CCOCC1.C1C=CC(P(C2C=CC=CC=2)[C-]2C=CC=C2)=CC=1.C1C=CC(P(C2C=CC=CC=2)[C-]2C=CC=C2)=CC=1.Cl[Pd]Cl.[Fe+2].C1(P(C2C=CC=CC=2)[C-]2C=CC=C2)C=CC=CC=1.[C-]1(P(C2C=CC=CC=2)C2C=CC=CC=2)C=CC=C1.[Fe+2]. The product is [CH3:23][C:19]1[C:18]([C:24]([NH2:25])=[O:26])=[N:17][C:16]([C:13]2[CH:14]=[CH:15][C:10]([B:32]3[O:33][C:34]([CH3:36])([CH3:35])[C:30]([CH3:46])([CH3:29])[O:31]3)=[CH:11][CH:12]=2)=[C:21]([CH3:22])[N:20]=1. The yield is 0.910.